From a dataset of Catalyst prediction with 721,799 reactions and 888 catalyst types from USPTO. Predict which catalyst facilitates the given reaction. (1) The catalyst class is: 15. Product: [NH3:1].[CH2:50]([Cl:52])[Cl:51].[C:19]1([CH:25]=[CH:26][CH2:27][N:28]2[CH2:29][CH2:30][N:31]([CH2:15][C:14]3[CH:17]=[CH:18][C:11]([O:10][CH2:9][CH2:8][CH2:7][N:1]4[CH2:6][CH2:5][CH2:4][CH2:3][CH2:2]4)=[CH:12][CH:13]=3)[CH2:32][CH2:33]2)[CH:24]=[CH:23][CH:22]=[CH:21][CH:20]=1. Reactant: [N:1]1([CH2:7][CH2:8][CH2:9][O:10][C:11]2[CH:18]=[CH:17][C:14]([CH:15]=O)=[CH:13][CH:12]=2)[CH2:6][CH2:5][CH2:4][CH2:3][CH2:2]1.[C:19]1([CH:25]=[CH:26][CH2:27][N:28]2[CH2:33][CH2:32][NH:31][CH2:30][CH2:29]2)[CH:24]=[CH:23][CH:22]=[CH:21][CH:20]=1.C(O[BH-](OC(=O)C)OC(=O)C)(=O)C.[Na+].[OH-].[Na+].[CH2:50]([Cl:52])[Cl:51]. (2) Reactant: FC(F)(F)C(O)=O.[Br:8][C:9]1[CH:10]=[N:11][C:12]([C:15]2([C:36]#[N:37])[CH:19]([CH2:20][C:21]([CH3:24])([CH3:23])[CH3:22])[NH:18][CH:17]([C:25]([OH:27])=O)[CH:16]2[C:28]2[CH:33]=[CH:32][CH:31]=[C:30]([Cl:34])[C:29]=2[F:35])=[N:13][CH:14]=1.[CH3:38][C:39]1([CH3:47])[O:43][C@@H:42]([CH2:44][CH2:45][NH2:46])[CH2:41][O:40]1.CN(C(ON1N=NC2C=CC=NC1=2)=[N+](C)C)C.F[P-](F)(F)(F)(F)F.CCN(C(C)C)C(C)C. Product: [CH3:38][C:39]1([CH3:47])[O:43][C@@H:42]([CH2:44][CH2:45][NH:46][C:25]([CH:17]2[CH:16]([C:28]3[CH:33]=[CH:32][CH:31]=[C:30]([Cl:34])[C:29]=3[F:35])[C:15]([C:12]3[N:13]=[CH:14][C:9]([Br:8])=[CH:10][N:11]=3)([C:36]#[N:37])[CH:19]([CH2:20][C:21]([CH3:24])([CH3:23])[CH3:22])[NH:18]2)=[O:27])[CH2:41][O:40]1. The catalyst class is: 2. (3) Reactant: [H-].[Na+].[N:3]1[N:4]=[CH:5][N:6]([NH:8][C:9]2[CH:16]=[CH:15][C:12]([C:13]#[N:14])=[CH:11][CH:10]=2)[CH:7]=1.Br[CH2:18][C:19]1[CH:20]=[CH:21][C:22]([F:34])=[C:23]([O:25][C:26](=[O:33])[C:27]2[CH:32]=[CH:31][CH:30]=[CH:29][CH:28]=2)[CH:24]=1.C(OCC)(=O)C. Product: [C:13]([C:12]1[CH:11]=[CH:10][C:9]([N:8]([CH2:18][C:19]2[CH:20]=[CH:21][C:22]([F:34])=[C:23]([O:25][C:26](=[O:33])[C:27]3[CH:32]=[CH:31][CH:30]=[CH:29][CH:28]=3)[CH:24]=2)[N:6]2[CH:5]=[N:4][N:3]=[CH:7]2)=[CH:16][CH:15]=1)#[N:14]. The catalyst class is: 18. (4) Reactant: [Cl:1][C:2]1[CH:7]=[CH:6][C:5]([CH:8]([NH:27][C:28]2[CH:33]=[CH:32][C:31](=[O:34])[N:30]([CH3:35])[CH:29]=2)[C:9]2[C:10]([C:24]([OH:26])=O)=[N:11][N:12]([CH2:15][C:16]3[CH:21]=[CH:20][C:19]([O:22][CH3:23])=[CH:18][CH:17]=3)[C:13]=2[CH3:14])=[CH:4][CH:3]=1.ClC(N(C)C)=C(C)C. Product: [Cl:1][C:2]1[CH:3]=[CH:4][C:5]([CH:8]2[C:9]3[C:10](=[N:11][N:12]([CH2:15][C:16]4[CH:17]=[CH:18][C:19]([O:22][CH3:23])=[CH:20][CH:21]=4)[C:13]=3[CH3:14])[C:24](=[O:26])[N:27]2[C:28]2[CH:33]=[CH:32][C:31](=[O:34])[N:30]([CH3:35])[CH:29]=2)=[CH:6][CH:7]=1. The catalyst class is: 2.